This data is from Catalyst prediction with 721,799 reactions and 888 catalyst types from USPTO. The task is: Predict which catalyst facilitates the given reaction. (1) Reactant: [NH:1]1[CH2:6][CH2:5][O:4][CH2:3][CH2:2]1.[N:7]1[C:14]([Cl:15])=[N:13][C:11](Cl)=[N:10][C:8]=1[Cl:9]. Product: [Cl:9][C:8]1[N:7]=[C:14]([Cl:15])[N:13]=[C:11]([N:1]2[CH2:6][CH2:5][O:4][CH2:3][CH2:2]2)[N:10]=1. The catalyst class is: 146. (2) Reactant: [NH:1]1[C:9]2[C:4](=[C:5]([C:10]3[CH:18]=[C:17]4[C:13]([CH:14]=[N:15][N:16]4S(C4C=CC(C)=CC=4)(=O)=O)=[C:12]([C:29]4[O:30][C:31]([CH2:34][N:35]5[CH2:40][CH2:39][O:38][CH2:37][CH2:36]5)=[N:32][N:33]=4)[CH:11]=3)[CH:6]=[CH:7][CH:8]=2)[CH:3]=[CH:2]1.[OH-].[Na+].Cl. Product: [NH:1]1[C:9]2[C:4](=[C:5]([C:10]3[CH:18]=[C:17]4[C:13]([CH:14]=[N:15][NH:16]4)=[C:12]([C:29]4[O:30][C:31]([CH2:34][N:35]5[CH2:40][CH2:39][O:38][CH2:37][CH2:36]5)=[N:32][N:33]=4)[CH:11]=3)[CH:6]=[CH:7][CH:8]=2)[CH:3]=[CH:2]1. The catalyst class is: 32.